Dataset: Peptide-MHC class II binding affinity with 134,281 pairs from IEDB. Task: Regression. Given a peptide amino acid sequence and an MHC pseudo amino acid sequence, predict their binding affinity value. This is MHC class II binding data. (1) The peptide sequence is EIDTDGDGFIDFNEF. The MHC is DRB1_1602 with pseudo-sequence DRB1_1602. The binding affinity (normalized) is 0.116. (2) The peptide sequence is VWRIDTPDKLTGPFT. The MHC is HLA-DPA10201-DPB10501 with pseudo-sequence HLA-DPA10201-DPB10501. The binding affinity (normalized) is 0.128.